This data is from Full USPTO retrosynthesis dataset with 1.9M reactions from patents (1976-2016). The task is: Predict the reactants needed to synthesize the given product. (1) Given the product [NH2:1][C:4]1[CH:5]=[C:6]([NH:10][C:11]([NH:13][C:14]2[CH:22]=[C:21]3[C:17]([CH2:18][C:19](=[O:23])[NH:20]3)=[CH:16][CH:15]=2)=[O:12])[CH:7]=[CH:8][CH:9]=1, predict the reactants needed to synthesize it. The reactants are: [N+:1]([C:4]1[CH:5]=[C:6]([NH:10][C:11]([NH:13][C:14]2[CH:22]=[C:21]3[C:17]([CH2:18][C:19](=[O:23])[NH:20]3)=[CH:16][CH:15]=2)=[O:12])[CH:7]=[CH:8][CH:9]=1)([O-])=O. (2) Given the product [Br:1][C:2]1[CH:3]=[C:4]([CH:5]=[C:6]([C:7]([O:9][CH3:10])=[O:8])[CH:11]=1)[C:12]([OH:14])=[O:13], predict the reactants needed to synthesize it. The reactants are: [Br:1][C:2]1[CH:3]=[C:4]([C:12]([O:14]C)=[O:13])[CH:5]=[C:6]([CH:11]=1)[C:7]([O:9][CH3:10])=[O:8].O.O.O.O.O.O.O.O.[OH-].[Ba+2].[OH-].Cl. (3) Given the product [F:1][C:2]1[CH:3]=[C:4]([C:8]2[C:9]([O:30][CH3:31])=[C:10]([C:26]([O:28][CH3:29])=[O:27])[C:11]3[N:12]=[CH:13][C:14]([C:37]4[S:38][CH:39]=[CH:40][N:41]=4)=[N:15][C:16]=3[CH:17]=2)[CH:5]=[CH:6][CH:7]=1, predict the reactants needed to synthesize it. The reactants are: [F:1][C:2]1[CH:3]=[C:4]([C:8]2[C:9]([O:30][CH3:31])=[C:10]([C:26]([O:28][CH3:29])=[O:27])[C:11]3[N:12]=[CH:13][C:14](OS(C(F)(F)F)(=O)=O)=[N:15][C:16]=3[CH:17]=2)[CH:5]=[CH:6][CH:7]=1.C([Sn](CCCC)(CCCC)[C:37]1[S:38][CH:39]=[CH:40][N:41]=1)CCC.C(C1C=NC2C(C(OC)=O)=C(OC)C(C3C=CC=C(F)C=3)=CC=2N=1)CCC.